Dataset: Reaction yield outcomes from USPTO patents with 853,638 reactions. Task: Predict the reaction yield, written as a fraction of the theoretical maximum amount of product (1.0 means a 100% yield; for example, 0.34 means a 34% yield). (1) The reactants are C[O:2][C:3](=[O:15])[C:4]1[CH:9]=[C:8]([O:10][CH3:11])[C:7]([O:12][CH3:13])=[CH:6][C:5]=1[Br:14].O.[NH2:17][NH2:18]. The catalyst is CCO. The product is [Br:14][C:5]1[CH:6]=[C:7]([O:12][CH3:13])[C:8]([O:10][CH3:11])=[CH:9][C:4]=1[C:3]([O:2][NH:17][NH2:18])=[O:15]. The yield is 0.870. (2) The reactants are Br[C:2]1[CH:7]=[CH:6][N:5]=[C:4]2[NH:8][C:9]([CH3:11])=[CH:10][C:3]=12.[H-].[Na+].[Li]CCCC.C([O:22][B:23](OC(C)C)[O:24]C(C)C)(C)C. The product is [CH3:11][C:9]1[NH:8][C:4]2=[N:5][CH:6]=[CH:7][C:2]([B:23]([OH:24])[OH:22])=[C:3]2[CH:10]=1. The yield is 0.410. The catalyst is C1COCC1. (3) The product is [C:1]([O:4][CH2:5][C:6]1[C:7]([N:21]2[N:30]=[CH:29][C:28]3[C:23](=[C:24]([F:35])[CH:25]=[C:26]([C:31]([CH3:34])([CH3:33])[CH3:32])[CH:27]=3)[C:22]2=[O:36])=[N:8][CH:9]=[CH:10][C:11]=1[C:38]1[CH:39]=[C:40]([NH:46][C:47]2[CH:51]=[C:50]([CH3:52])[O:49][N:48]=2)[C:41](=[O:45])[N:42]([CH3:44])[CH:43]=1)(=[O:3])[CH3:2]. The yield is 0.870. The reactants are [C:1]([O:4][CH2:5][C:6]1[C:7]([N:21]2[N:30]=[CH:29][C:28]3[C:23](=[C:24]([F:35])[CH:25]=[C:26]([C:31]([CH3:34])([CH3:33])[CH3:32])[CH:27]=3)[C:22]2=[O:36])=[N:8][CH:9]=[CH:10][C:11]=1B1OC(C)(C)C(C)(C)O1)(=[O:3])[CH3:2].Br[C:38]1[CH:39]=[C:40]([NH:46][C:47]2[CH:51]=[C:50]([CH3:52])[O:49][N:48]=2)[C:41](=[O:45])[N:42]([CH3:44])[CH:43]=1.[O-]P([O-])([O-])=O.[K+].[K+].[K+].C([O-])(=O)C.[Na+]. The catalyst is O.C1C=CC(P(C2C=CC=CC=2)[C-]2C=CC=C2)=CC=1.C1C=CC(P(C2C=CC=CC=2)[C-]2C=CC=C2)=CC=1.Cl[Pd]Cl.[Fe+2].C(#N)C. (4) The reactants are [OH-].[K+].[CH2:3]([O:10][C:11]([NH:13][C@@H:14]([CH2:19][C:20]1[CH:25]=[CH:24][CH:23]=[CH:22][CH:21]=1)[C@H:15]([OH:18])[CH2:16]Cl)=[O:12])[C:4]1[CH:9]=[CH:8][CH:7]=[CH:6][CH:5]=1. The catalyst is C(O)C.ClCCl. The product is [CH2:3]([O:10][C:11]([NH:13][C@@H:14]([CH2:19][C:20]1[CH:25]=[CH:24][CH:23]=[CH:22][CH:21]=1)[C@@H:15]1[O:18][CH2:16]1)=[O:12])[C:4]1[CH:9]=[CH:8][CH:7]=[CH:6][CH:5]=1. The yield is 0.770. (5) The reactants are [F:1][C:2]1[CH:9]=[C:8]([F:10])[CH:7]=[CH:6][C:3]=1[CH2:4][NH2:5].[C:11](O)(=[O:20])[CH2:12][CH2:13][CH2:14][CH2:15][CH2:16][CH2:17][CH2:18][CH3:19].Cl.C(N=C=NCCCN(C)C)C. The catalyst is C(Cl)Cl.CN(C1C=CN=CC=1)C. The product is [F:1][C:2]1[CH:9]=[C:8]([F:10])[CH:7]=[CH:6][C:3]=1[CH2:4][NH:5][C:11](=[O:20])[CH2:12][CH2:13][CH2:14][CH2:15][CH2:16][CH2:17][CH2:18][CH3:19]. The yield is 0.930. (6) The reactants are [N:1]([CH2:4][CH2:5][C:6]1[N:7]([CH:27]([C:34]2[CH:39]=[CH:38][CH:37]=[CH:36][CH:35]=2)[C:28]2[CH:33]=[CH:32][CH:31]=[CH:30][CH:29]=2)[C:8]2[C:13]([C:14]=1[CH2:15][CH2:16][O:17][C:18]1[CH:25]=[CH:24][C:21]([CH:22]=O)=[CH:20][CH:19]=1)=[CH:12][C:11]([Cl:26])=[CH:10][CH:9]=2)=[N+:2]=[N-:3].[S:40]1[CH2:44][C:43](=[O:45])[NH:42][C:41]1=[O:46].N1CCCCC1. The catalyst is CCO. The product is [N:1]([CH2:4][CH2:5][C:6]1[N:7]([CH:27]([C:28]2[CH:29]=[CH:30][CH:31]=[CH:32][CH:33]=2)[C:34]2[CH:35]=[CH:36][CH:37]=[CH:38][CH:39]=2)[C:8]2[C:13]([C:14]=1[CH2:15][CH2:16][O:17][C:18]1[CH:25]=[CH:24][C:21]([CH:22]=[C:44]3[S:40][C:41](=[O:46])[NH:42][C:43]3=[O:45])=[CH:20][CH:19]=1)=[CH:12][C:11]([Cl:26])=[CH:10][CH:9]=2)=[N+:2]=[N-:3]. The yield is 0.870.